Dataset: Full USPTO retrosynthesis dataset with 1.9M reactions from patents (1976-2016). Task: Predict the reactants needed to synthesize the given product. (1) Given the product [CH2:1]([C:3]1[N:4]=[C:5]([CH3:10])[NH:6][C:7]=1[C:8]([OH:12])=[O:9])[CH3:2], predict the reactants needed to synthesize it. The reactants are: [CH2:1]([C:3]1[N:4]=[C:5]([CH3:10])[NH:6][C:7]=1[CH:8]=[O:9])[CH3:2].P([O-])(O)(O)=[O:12].[Na+].CC(=CC)C.Cl([O-])=O.[Na+]. (2) Given the product [Cl:36][C:18]1[CH:19]=[CH:20][C:21]2[N:22]([CH2:26][C:27]3[C:35]4[C:30](=[N:31][CH:32]=[CH:33][CH:34]=4)[N:29]([C:38]([N:1]([CH3:2])[CH2:6][CH2:5][NH:66][C:64](=[O:65])[O:63][C:59]([CH3:62])([CH3:61])[CH3:60])=[O:40])[N:28]=3)[N:23]=[N:24][C:25]=2[C:17]=1[O:16][C:14]1[CH:13]=[C:10]([C:11]#[N:12])[CH:9]=[C:8]([Cl:7])[CH:15]=1, predict the reactants needed to synthesize it. The reactants are: [N:1]1[CH:6]=[CH:5]C=C[CH:2]=1.[Cl:7][C:8]1[CH:9]=[C:10]([CH:13]=[C:14]([O:16][C:17]2[C:25]3[N:24]=[N:23][N:22]([CH2:26][C:27]4[C:35]5[C:30](=[N:31][CH:32]=[CH:33][CH:34]=5)[NH:29][N:28]=4)[C:21]=3[CH:20]=[CH:19][C:18]=2[Cl:36])[CH:15]=1)[C:11]#[N:12].Cl[C:38](Cl)([O:40]C(=O)OC(Cl)(Cl)Cl)Cl.C(N(C(C)C)CC)(C)C.[Cl-].[C:59]([O:63][C:64]([NH:66]CC[NH2+]C)=[O:65])([CH3:62])([CH3:61])[CH3:60]. (3) Given the product [F:1][C:2]1[CH:8]=[CH:7][C:5]([NH:6][C:12](=[O:13])[CH:11]([C:17]2[NH:18][C:19](=[O:29])[CH:20]=[C:21]([N:23]3[CH2:28][CH2:27][O:26][CH2:25][CH2:24]3)[N:22]=2)[CH:10]([CH3:30])[CH3:9])=[CH:4][CH:3]=1, predict the reactants needed to synthesize it. The reactants are: [F:1][C:2]1[CH:8]=[CH:7][C:5]([NH2:6])=[CH:4][CH:3]=1.[CH3:9][CH:10]([CH3:30])[CH:11]([C:17]1[NH:18][C:19](=[O:29])[CH:20]=[C:21]([N:23]2[CH2:28][CH2:27][O:26][CH2:25][CH2:24]2)[N:22]=1)[C:12](OCC)=[O:13]. (4) Given the product [CH3:12][C:3]1[CH:4]=[C:5]([N+:9]([O-:11])=[O:10])[C:6]([CH3:8])=[CH:7][C:2]=1[C:18]1[CH:23]=[CH:22][CH:21]=[CH:20][N:19]=1, predict the reactants needed to synthesize it. The reactants are: Br[C:2]1[CH:7]=[C:6]([CH3:8])[C:5]([N+:9]([O-:11])=[O:10])=[CH:4][C:3]=1[CH3:12].C([Sn](CCCC)(CCCC)[C:18]1[CH:23]=[CH:22][CH:21]=[CH:20][N:19]=1)CCC. (5) Given the product [C:27]1([NH:37][C:2]2[CH:7]=[CH:6][C:5]([C:8]3([C:21]4[CH:26]=[CH:25][CH:24]=[CH:23][CH:22]=4)[C:20]4[CH:19]=[CH:18][CH:17]=[CH:16][C:15]=4[C:14]4[C:9]3=[CH:10][CH:11]=[CH:12][CH:13]=4)=[CH:4][CH:3]=2)[C:36]2[C:31](=[CH:32][CH:33]=[CH:34][CH:35]=2)[CH:30]=[CH:29][CH:28]=1, predict the reactants needed to synthesize it. The reactants are: Br[C:2]1[CH:7]=[CH:6][C:5]([C:8]2([C:21]3[CH:26]=[CH:25][CH:24]=[CH:23][CH:22]=3)[C:20]3[CH:19]=[CH:18][CH:17]=[CH:16][C:15]=3[C:14]3[C:9]2=[CH:10][CH:11]=[CH:12][CH:13]=3)=[CH:4][CH:3]=1.[C:27]1([NH2:37])[C:36]2[C:31](=[CH:32][CH:33]=[CH:34][CH:35]=2)[CH:30]=[CH:29][CH:28]=1.CC(C)([O-])C.[Na+].C(P(C(C)(C)C)C(C)(C)C)(C)(C)C. (6) Given the product [OH:32][C:7]1[CH:8]=[CH:9][C:4]2[N:3]=[C:2]([C:11]#[N:16])[S:1][C:5]=2[CH:6]=1.[S:1]1[C:5]2[CH:6]=[CH:7][CH:8]=[CH:9][C:4]=2[N:3]=[CH:2]1, predict the reactants needed to synthesize it. The reactants are: [S:1]1[C:5]2[CH:6]=[CH:7][CH:8]=[CH:9][C:4]=2[N:3]=[CH:2]1.C(O)[C:11]([NH2:16])(CO)CO.Cl.C1N=C(N)C2N=CN([C@@H]3[O:32][C@H](COP(OP(OC[C@H]4O[C@@H](N5C=C(C(N)=O)CC=C5)[C@H](O)[C@@H]4O)(O)=O)(O)=O)[C@@H](O)[C@H]3OP(O)(O)=O)C=2N=1.C1C=[N+]([C@@H]2O[C@H](COP(OP(OC[C@H]3O[C@@H](N4C5N=CN=C(N)C=5N=C4)[C@H](OP(O)(O)=O)[C@@H]3O)(O)=O)(O)=O)[C@@H](O)[C@H]2O)C=C(C(N)=O)C=1.C(OP(O)(O)=O)[C@H]1O[C@@H](O)[C@H](O)[C@@H](O)[C@@H]1O.[Mg+2].[Cl-].[Cl-].C([O-])(=O)CC(CC([O-])=O)(C([O-])=O)O.[Na+].[Na+].[Na+].C1S/C(=C2/N=C3C(S/2)=CC(=O)C=C3)/N[C@H]1C(O)=O.N[C@@H](C(O)=O)CS. (7) Given the product [F:25][C:26]1[CH:33]=[C:32]([F:34])[CH:31]=[CH:30][C:27]=1[CH2:28][N:20]1[C:21](=[O:24])[CH:22]=[CH:23][C:18]([CH2:17][C:5]2[C:4]3[C:8](=[CH:9][CH:10]=[C:2]([F:1])[CH:3]=3)[N:7]([CH2:11][C:12]([O:14][CH3:15])=[O:13])[C:6]=2[CH3:16])=[N:19]1, predict the reactants needed to synthesize it. The reactants are: [F:1][C:2]1[CH:3]=[C:4]2[C:8](=[CH:9][CH:10]=1)[N:7]([CH2:11][C:12]([O:14][CH3:15])=[O:13])[C:6]([CH3:16])=[C:5]2[CH2:17][C:18]1[CH:23]=[CH:22][C:21](=[O:24])[NH:20][N:19]=1.[F:25][C:26]1[CH:33]=[C:32]([F:34])[CH:31]=[CH:30][C:27]=1[CH2:28]Br.C(=O)([O-])[O-].[K+].[K+].CN(C=O)C. (8) The reactants are: [Cl:1][C:2]1[CH:3]=[C:4]([C:9]2(O)[CH2:14][CH2:13][N:12](C(OC(C)(C)C)=O)[CH2:11][CH2:10]2)[CH:5]=[C:6]([F:8])[CH:7]=1. Given the product [Cl:1][C:2]1[CH:3]=[C:4]([C:9]2[CH2:14][CH2:13][NH:12][CH2:11][CH:10]=2)[CH:5]=[C:6]([F:8])[CH:7]=1, predict the reactants needed to synthesize it. (9) Given the product [C:15]1([S:21]([N:1]2[C:9]3[C:4](=[CH:5][CH:6]=[CH:7][CH:8]=3)[CH:3]=[CH:2]2)(=[O:23])=[O:22])[CH:20]=[CH:19][CH:18]=[CH:17][CH:16]=1, predict the reactants needed to synthesize it. The reactants are: [NH:1]1[C:9]2[C:4](=[CH:5][CH:6]=[CH:7][CH:8]=2)[CH:3]=[CH:2]1.C([Li])CCC.[C:15]1([S:21](Cl)(=[O:23])=[O:22])[CH:20]=[CH:19][CH:18]=[CH:17][CH:16]=1.C(=O)(O)[O-].[Na+]. (10) Given the product [NH2:25][CH2:13][CH:14]1[CH2:21][CH2:20][N:12]([C:1]([OH:2])=[O:4])[CH2:16][CH2:15]1.[CH3:13][C:14]([CH3:15])([O:2][C:1]([N:25]1[CH2:8][CH2:9][CH:10]([CH2:11][NH:12][CH2:8][CH2:9][CH2:10][CH2:11][N:12]2[C:16](=[O:17])[C:15]3=[CH:18][CH:19]=[CH:20][CH:21]=[C:14]3[C:13]2=[O:22])[CH2:24][CH2:23]1)=[O:4])[CH3:21], predict the reactants needed to synthesize it. The reactants are: [C:1](=[O:4])([O-])[O-:2].[K+].[K+].Br[CH2:8][CH2:9][CH2:10][CH2:11][N:12]1[C:16](=[O:17])[C:15]2=[CH:18][CH:19]=[CH:20][CH:21]=[C:14]2[C:13]1=[O:22].[C:23](#[N:25])[CH3:24].